Dataset: Peptide-MHC class I binding affinity with 185,985 pairs from IEDB/IMGT. Task: Regression. Given a peptide amino acid sequence and an MHC pseudo amino acid sequence, predict their binding affinity value. This is MHC class I binding data. (1) The binding affinity (normalized) is 0.0847. The MHC is HLA-A26:03 with pseudo-sequence HLA-A26:03. The peptide sequence is YELDLWGKI. (2) The peptide sequence is FVGRYCSPTT. The MHC is HLA-A68:02 with pseudo-sequence HLA-A68:02. The binding affinity (normalized) is 0.126. (3) The peptide sequence is GFGAYMSKA. The MHC is Patr-A0701 with pseudo-sequence YSAMYRESVAGIYANTLYILFELYTWVAQAYRSY. The binding affinity (normalized) is 0.203. (4) The peptide sequence is NERSSCIS. The MHC is Mamu-B08 with pseudo-sequence Mamu-B08. The binding affinity (normalized) is 0. (5) The peptide sequence is WQLGTRWRY. The MHC is HLA-B15:02 with pseudo-sequence HLA-B15:02. The binding affinity (normalized) is 0.686. (6) The peptide sequence is IAPGIADIR. The MHC is HLA-A31:01 with pseudo-sequence HLA-A31:01. The binding affinity (normalized) is 0.0682.